From a dataset of Forward reaction prediction with 1.9M reactions from USPTO patents (1976-2016). Predict the product of the given reaction. Given the reactants C[O:2][C:3](=O)[C:4]1[C:9]([O:10][C:11]2[CH:16]=[CH:15][CH:14]=[CH:13][CH:12]=2)=[CH:8][CH:7]=[CH:6][C:5]=1[CH2:17][N:18]([CH2:29][C:30]([O:32][CH3:33])=[O:31])S(C1C=CC(C)=CC=1)(=O)=O.C[O-].[Na+], predict the reaction product. The product is: [CH3:33][O:32][C:30]([C:29]1[N:18]=[CH:17][C:5]2[C:4]([C:3]=1[OH:2])=[C:9]([O:10][C:11]1[CH:16]=[CH:15][CH:14]=[CH:13][CH:12]=1)[CH:8]=[CH:7][CH:6]=2)=[O:31].